Dataset: Forward reaction prediction with 1.9M reactions from USPTO patents (1976-2016). Task: Predict the product of the given reaction. (1) Given the reactants [NH2:1][C:2]1[C:7]([CH2:8][OH:9])=[CH:6][CH:5]=[CH:4][N:3]=1.N1C=CN=C1.[C:15]([Si:19](Cl)([C:26]1[CH:31]=[CH:30][CH:29]=[CH:28][CH:27]=1)[C:20]1[CH:25]=[CH:24][CH:23]=[CH:22][CH:21]=1)([CH3:18])([CH3:17])[CH3:16], predict the reaction product. The product is: [Si:19]([O:9][CH2:8][C:7]1[C:2]([NH2:1])=[N:3][CH:4]=[CH:5][CH:6]=1)([C:15]([CH3:18])([CH3:17])[CH3:16])([C:26]1[CH:27]=[CH:28][CH:29]=[CH:30][CH:31]=1)[C:20]1[CH:25]=[CH:24][CH:23]=[CH:22][CH:21]=1. (2) Given the reactants [Cl:1][C:2]1[N:7]=[C:6]([N:8]([CH:15]2[CH2:20][CH2:19][CH2:18][CH2:17][CH2:16]2)[C@@H:9]([C:11](OC)=[O:12])[CH3:10])[C:5]([N+:21]([O-])=O)=[CH:4][N:3]=1.Cl, predict the reaction product. The product is: [Cl:1][C:2]1[N:3]=[CH:4][C:5]2[NH:21][C:11](=[O:12])[C@@H:9]([CH3:10])[N:8]([CH:15]3[CH2:20][CH2:19][CH2:18][CH2:17][CH2:16]3)[C:6]=2[N:7]=1. (3) Given the reactants [CH3:1][O:2][C:3]1[CH:12]=[CH:11][C:10]2[C:5](=[C:6]([CH2:13][CH2:14][N:15]3[CH2:20][CH2:19][NH:18][CH2:17][CH2:16]3)[CH:7]=[CH:8][N:9]=2)[N:4]=1.CC1C=CC(S(N([N:33]=[O:34])C)(=O)=O)=CC=1, predict the reaction product. The product is: [CH3:1][O:2][C:3]1[CH:12]=[CH:11][C:10]2[C:5](=[C:6]([CH2:13][CH2:14][N:15]3[CH2:16][CH2:17][N:18]([N:33]=[O:34])[CH2:19][CH2:20]3)[CH:7]=[CH:8][N:9]=2)[N:4]=1. (4) Given the reactants C([N:3]1[CH2:8][CH2:7][CH:6]([CH2:9][CH2:10][CH2:11][O:12][C:13]2[CH:14]=[C:15]([CH:19](C3C=CC=C(OCCCC4CCNCC4)C=3)[C:20]([N:22](C3SC=C(C4C=CN=CC=4)N=3)[C:23]3[S:24][CH:25]=[C:26]([C:28]4[CH:33]=[CH:32][N:31]=[CH:30][CH:29]=4)[N:27]=3)=[O:21])[CH:16]=[CH:17][CH:18]=2)[CH2:5][CH2:4]1)C.C(=O)C.C(O)(=O)C.[BH4-].[Na+], predict the reaction product. The product is: [NH:3]1[CH2:8][CH2:7][CH:6]([CH2:9][CH2:10][CH2:11][O:12][C:13]2[CH:14]=[C:15]([CH2:19][C:20]([NH:22][C:23]3[S:24][CH:25]=[C:26]([C:28]4[CH:29]=[CH:30][N:31]=[CH:32][CH:33]=4)[N:27]=3)=[O:21])[CH:16]=[CH:17][CH:18]=2)[CH2:5][CH2:4]1.